From a dataset of Catalyst prediction with 721,799 reactions and 888 catalyst types from USPTO. Predict which catalyst facilitates the given reaction. (1) Reactant: C1C=C(Cl)C=C(C(OO)=[O:9])C=1.[CH:12]1([NH:15][C:16]([C:18]2[CH:19]=[C:20]([F:39])[C:21]([CH3:38])=[C:22]([C:24]3[N:29]=[CH:28][C:27]([C:30]([NH:32][C@@H:33]([CH3:37])[CH:34]([CH3:36])[CH3:35])=[O:31])=[CH:26][CH:25]=3)[CH:23]=2)=[O:17])[CH2:14][CH2:13]1. Product: [CH:12]1([NH:15][C:16]([C:18]2[CH:19]=[C:20]([F:39])[C:21]([CH3:38])=[C:22]([C:24]3[N+:29]([O-:9])=[CH:28][C:27]([C:30]([NH:32][C@@H:33]([CH3:37])[CH:34]([CH3:35])[CH3:36])=[O:31])=[CH:26][CH:25]=3)[CH:23]=2)=[O:17])[CH2:14][CH2:13]1. The catalyst class is: 147. (2) The catalyst class is: 12. Reactant: C(OC([N:8]1[CH:12]=[CH:11][CH:10]=[C:9]1[C:13]1[C:14]2[C:18]([CH:19]=[CH:20][CH:21]=1)=[N:17][N:16]1[C:22]([CH:27]3[CH2:32][CH2:31][N:30](C(OC(C)(C)C)=O)[CH2:29][CH2:28]3)=[CH:23][C:24](=[O:26])[NH:25][C:15]=21)=O)(C)(C)C.[ClH:40]. Product: [ClH:40].[NH:30]1[CH2:31][CH2:32][CH:27]([C:22]2[N:16]3[N:17]=[C:18]4[C:14]([C:13]([C:9]5[NH:8][CH:12]=[CH:11][CH:10]=5)=[CH:21][CH:20]=[CH:19]4)=[C:15]3[NH:25][C:24](=[O:26])[CH:23]=2)[CH2:28][CH2:29]1. (3) Reactant: [Li+].C[Si]([N-][Si](C)(C)C)(C)C.[C:11]([O:14][C:15]([CH3:18])([CH3:17])[CH3:16])(=[O:13])[CH3:12].[Cl:19][C:20]1[CH:21]=[C:22]2[C:26](=[CH:27][CH:28]=1)[N:25]([CH3:29])[C:24]([C:30](OCC)=[O:31])=[CH:23]2. Product: [Cl:19][C:20]1[CH:21]=[C:22]2[C:26](=[CH:27][CH:28]=1)[N:25]([CH3:29])[C:24]([C:30](=[O:31])[CH2:12][C:11]([O:14][C:15]([CH3:18])([CH3:17])[CH3:16])=[O:13])=[CH:23]2. The catalyst class is: 1. (4) Reactant: N#N.[CH3:3][O:4][CH2:5][C:6]1[O:7][CH:8]=[C:9]([CH2:11][OH:12])[N:10]=1.CCN(CC)CC.[S:20](Cl)([CH3:23])(=[O:22])=[O:21]. Product: [CH3:23][S:20]([O:12][CH2:11][C:9]1[N:10]=[C:6]([CH2:5][O:4][CH3:3])[O:7][CH:8]=1)(=[O:22])=[O:21]. The catalyst class is: 64. (5) Reactant: Cl.[NH2:2][C@@H:3]([CH2:33][CH:34]1[CH2:39][CH2:38][CH2:37][CH2:36][CH2:35]1)[C:4]([N:6]1[CH2:11][CH2:10][CH:9]([N:12]2[N:21]=[C:20]([C:22]3[CH:27]=[CH:26][C:25]([O:28][CH3:29])=[C:24]([O:30][CH3:31])[CH:23]=3)[C@@H:19]3[C@@H:14]([CH2:15][CH2:16][CH2:17][CH2:18]3)[C:13]2=[O:32])[CH2:8][CH2:7]1)=[O:5].[CH:40]1([CH2:43][O:44][C:45]2[CH:53]=[CH:52][C:48]3[O:49][CH2:50][O:51][C:47]=3[C:46]=2[C:54]2[C:55]3[NH:62][C:61]([CH3:63])=[C:60]([C:64](O)=[O:65])[C:56]=3[N:57]=[CH:58][N:59]=2)[CH2:42][CH2:41]1.CN(C(ON1N=NC2C=CC=NC1=2)=[N+](C)C)C.F[P-](F)(F)(F)(F)F.CCN(C(C)C)C(C)C. Product: [CH:34]1([CH2:33][C@H:3]([NH:2][C:64]([C:60]2[C:56]3[N:57]=[CH:58][N:59]=[C:54]([C:46]4[C:47]5[O:51][CH2:50][O:49][C:48]=5[CH:52]=[CH:53][C:45]=4[O:44][CH2:43][CH:40]4[CH2:42][CH2:41]4)[C:55]=3[NH:62][C:61]=2[CH3:63])=[O:65])[C:4]([N:6]2[CH2:11][CH2:10][CH:9]([N:12]3[N:21]=[C:20]([C:22]4[CH:27]=[CH:26][C:25]([O:28][CH3:29])=[C:24]([O:30][CH3:31])[CH:23]=4)[C@@H:19]4[C@@H:14]([CH2:15][CH2:16][CH2:17][CH2:18]4)[C:13]3=[O:32])[CH2:8][CH2:7]2)=[O:5])[CH2:39][CH2:38][CH2:37][CH2:36][CH2:35]1. The catalyst class is: 2.